This data is from Experimentally validated miRNA-target interactions with 360,000+ pairs, plus equal number of negative samples. The task is: Binary Classification. Given a miRNA mature sequence and a target amino acid sequence, predict their likelihood of interaction. (1) The miRNA is hsa-miR-7153-5p with sequence UGAGAACUGACAAAUGUGGUAGG. The protein sequence of the target gene is MCHGKIAPKSSSEFVVTSVGHGVFLQLVILCALLGDGLASVCPLPPEPENGGYICHPRPCKDPLTAGSVIEYLCAEGYMLKGDYKYLTCKNGEWTPAMEVSCHLIEDKETHALGVPALSIVASTASSVALILLLVVLFVLLQPKLKSFHHSRREQGVSGDQVSIMVDGVQVALPSYEEAVYGSSGHCMPPADPRVQIVLSEGSAPSGRNMPREQQLQGQEACSSAGGEDEAPGHSGLCEAWGSQGSETVMVHQATTSSWVAGSGSSRPTHKDTADSENSDIQSLLSLTSEEYTDDIPLLK.... Result: 0 (no interaction). (2) The miRNA is mmu-miR-24-1-5p with sequence GUGCCUACUGAGCUGAUAUCAGU. The protein sequence of the target gene is MAIPITVLDCDLLLYGRGHRTLDRFKLDDVTDEYLMSMYGFPRQFIYYLVELLGANLSRPTQRSRAISPETQVLAALGFYTSGSFQTRMGDAIGISQASMSRCVANVTEALVERASQFIRFPADEASIQALKDEFYGLAGMPGVMGVVDCIHVAIKAPNAEDLSYVNRKGLHSLNCLMVCDIRGTLMTVETNWPGSLQDCAVLQQSSLSSQFEAGMHKDSWLLGDSSFFLRTWLMTPLHIPETPAEYRYNMAHSATHSVIEKTFRTLCSRFRCLDGSKGALQYSPEKSSHIILACCVLHN.... Result: 0 (no interaction). (3) The miRNA is mmu-miR-339-3p with sequence UGAGCGCCUCGGCGACAGAGCCG. The protein sequence of the target gene is MDLMNGQASSVNIAATASEKSSSSESLSDKGSELKKSFDAVVFDVLKVTPEEYAGQITLMDVPVFKAIQPDELSSCGWNKKEKYSSAPNAVAFTRRFNHVSFWVVREILHAQTLKIRAEVLSHYIKTAKKLYELNNLHALMAVVSGLQSAPIFRLTKTWALLSRKDKTTFEKLEYVMSKEDNYKRLRDYISSLKMTPCIPYLGIYLSDLTYIDSAYPSTGSILENEQRSNLMNNILRIISDLQQSCEYDIPMLPHVQKYLNSVQYIEELQKFVEDDNYKLSLKIEPGTSTPRSAASREDL.... Result: 0 (no interaction). (4) The miRNA is hsa-miR-5091 with sequence ACGGAGACGACAAGACUGUGCUG. The protein sequence of the target gene is MRCFRWWLYSGWWWLTFGCARTVTVGFVAPTVRAQSTVVRSEPAPPSETRRDNNDTSYFSSTSFHSSVSPATSVDRQFRRTTYDRWDGRRWLRTRYGNASACVTGTQWSTNFFFSQCEHYPSFVKLNGVQRWTPVRRPMGEVAYYGGCCMVGGGNRAYVILVSGYGTASYGNALRVDFGRGNCTAPKRTYPRRLELHDGRTDPSRCDPYQVYFYGLQCPEQLVITAHGGVGMRRCPTGSRPTPSRPHRHDLENELHGLCVDLLVCVLLLALLLLELVPMEAVRHPLLFWRRVALSPSTSK.... Result: 0 (no interaction).